Dataset: Forward reaction prediction with 1.9M reactions from USPTO patents (1976-2016). Task: Predict the product of the given reaction. (1) Given the reactants [N:1]([O-])=O.[Na+].[F:5][C:6]1[CH:12]=[CH:11][C:10]([Br:13])=[CH:9][C:7]=1[NH2:8].[Sn](Cl)(Cl)(Cl)[Cl:15].[OH-].[Na+], predict the reaction product. The product is: [ClH:15].[F:5][C:6]1[CH:12]=[CH:11][C:10]([Br:13])=[CH:9][C:7]=1[NH:8][NH2:1]. (2) Given the reactants [H-].[Na+].[CH2:3]([OH:7])[C:4]#[C:5][CH3:6].Cl[C:9]1[CH:14]=[C:13]([O:15][C@@H:16]2[CH2:20][CH2:19][CH2:18][C@H:17]2[CH3:21])[N:12]=[CH:11][N:10]=1.[Cl-].[NH4+], predict the reaction product. The product is: [CH2:3]([O:7][C:9]1[CH:14]=[C:13]([O:15][C@@H:16]2[CH2:20][CH2:19][CH2:18][C@H:17]2[CH3:21])[N:12]=[CH:11][N:10]=1)[C:4]#[C:5][CH3:6]. (3) Given the reactants [N:1]([CH2:4][CH2:5][C:6]1[CH:7]=[C:8]2[C:21](=[CH:22][C:23]=1[N+:24]([O-])=O)[CH2:20][C@:10]1([C:18]3[C:13](=[N:14][CH:15]=[CH:16][CH:17]=3)[NH:12][C:11]1=[O:19])[CH2:9]2)=[N+]=[N-], predict the reaction product. The product is: [NH2:24][C:23]1[CH:22]=[C:21]2[C:8](=[CH:7][C:6]=1[CH2:5][CH2:4][NH2:1])[CH2:9][C@@:10]1([C:18]3[C:13](=[N:14][CH:15]=[CH:16][CH:17]=3)[NH:12][C:11]1=[O:19])[CH2:20]2. (4) Given the reactants [CH3:1][C:2]1([NH:15]C(OCC2C=CC=CC=2)=O)[CH2:7][CH2:6][N:5]([C:8]([O:10][C:11]([CH3:14])([CH3:13])[CH3:12])=[O:9])[CH2:4][CH2:3]1, predict the reaction product. The product is: [NH2:15][C:2]1([CH3:1])[CH2:3][CH2:4][N:5]([C:8]([O:10][C:11]([CH3:14])([CH3:13])[CH3:12])=[O:9])[CH2:6][CH2:7]1. (5) Given the reactants [CH:1]1([C:4]([C:6]2[CH:7]=[C:8]([CH:13]=[CH:14][C:15]=2[OH:16])[C:9]([O:11][CH3:12])=[O:10])=[O:5])[CH2:3][CH2:2]1.C1(N([S:24]([C:27]([F:30])([F:29])[F:28])(=[O:26])=[O:25])[S:24]([C:27]([F:30])([F:29])[F:28])(=[O:26])=[O:25])C=CC=CC=1, predict the reaction product. The product is: [CH:1]1([C:4]([C:6]2[CH:7]=[C:8]([CH:13]=[CH:14][C:15]=2[O:16][S:24]([C:27]([F:30])([F:29])[F:28])(=[O:26])=[O:25])[C:9]([O:11][CH3:12])=[O:10])=[O:5])[CH2:3][CH2:2]1.